From a dataset of NCI-60 drug combinations with 297,098 pairs across 59 cell lines. Regression. Given two drug SMILES strings and cell line genomic features, predict the synergy score measuring deviation from expected non-interaction effect. (1) Drug 1: C1CCC(CC1)NC(=O)N(CCCl)N=O. Drug 2: CC1=C(C(CCC1)(C)C)C=CC(=CC=CC(=CC(=O)O)C)C. Cell line: SF-539. Synergy scores: CSS=34.3, Synergy_ZIP=3.12, Synergy_Bliss=7.20, Synergy_Loewe=8.09, Synergy_HSA=9.13. (2) Cell line: MDA-MB-231. Drug 2: CC1=C(C(=CC=C1)Cl)NC(=O)C2=CN=C(S2)NC3=CC(=NC(=N3)C)N4CCN(CC4)CCO. Synergy scores: CSS=16.4, Synergy_ZIP=-6.70, Synergy_Bliss=-3.51, Synergy_Loewe=-1.21, Synergy_HSA=-0.712. Drug 1: CCC1(CC2CC(C3=C(CCN(C2)C1)C4=CC=CC=C4N3)(C5=C(C=C6C(=C5)C78CCN9C7C(C=CC9)(C(C(C8N6C=O)(C(=O)OC)O)OC(=O)C)CC)OC)C(=O)OC)O.OS(=O)(=O)O.